Dataset: Forward reaction prediction with 1.9M reactions from USPTO patents (1976-2016). Task: Predict the product of the given reaction. Given the reactants [Cl:1][C:2]1[CH:31]=[CH:30][CH:29]=[CH:28][C:3]=1[C:4]([NH:6][C:7]1[CH:12]=[CH:11][C:10]([S:13][C:14]2[N:19]=[C:18](Cl)[CH:17]=[C:16]([NH:21][C:22]3[NH:23][N:24]=[C:25]([CH3:27])[CH:26]=3)[N:15]=2)=[CH:9][CH:8]=1)=[O:5].[NH:32]1[CH2:35][CH2:34][CH2:33]1.C(N(CC)C(C)C)(C)C, predict the reaction product. The product is: [N:32]1([C:18]2[CH:17]=[C:16]([NH:21][C:22]3[NH:23][N:24]=[C:25]([CH3:27])[CH:26]=3)[N:15]=[C:14]([S:13][C:10]3[CH:9]=[CH:8][C:7]([NH:6][C:4](=[O:5])[C:3]4[CH:28]=[CH:29][CH:30]=[CH:31][C:2]=4[Cl:1])=[CH:12][CH:11]=3)[N:19]=2)[CH2:35][CH2:34][CH2:33]1.